This data is from Reaction yield outcomes from USPTO patents with 853,638 reactions. The task is: Predict the reaction yield, written as a fraction of the theoretical maximum amount of product (1.0 means a 100% yield; for example, 0.34 means a 34% yield). (1) The reactants are [CH3:1][S:2]([N:5]1[CH2:10][CH2:9][NH:8][CH2:7][CH2:6]1)(=[O:4])=[O:3].[Cl:11][C:12]1[C:13]([Cl:20])=[N:14][CH:15]=[C:16]([CH:19]=1)[CH:17]=O.CCO.C([BH3-])#N.[Na+]. The catalyst is CC(O)=O. The product is [Cl:11][C:12]1[CH:19]=[C:16]([CH2:17][N:8]2[CH2:9][CH2:10][N:5]([S:2]([CH3:1])(=[O:4])=[O:3])[CH2:6][CH2:7]2)[CH:15]=[N:14][C:13]=1[Cl:20]. The yield is 0.520. (2) The reactants are [CH3:1][CH:2]([N:4]1[C:12](/[CH:13]=[CH:14]/[C@H:15]([OH:24])[CH2:16][C@H:17]([OH:23])[CH2:18][C:19]([O:21]C)=[O:20])=[C:11]([C:25]2[CH:30]=[CH:29][C:28]([F:31])=[CH:27][CH:26]=2)[C:10]2[C:5]1=[CH:6][CH:7]=[CH:8][CH:9]=2)[CH3:3].O.[OH-].[Na+:34]. The catalyst is CCO. The product is [CH3:3][CH:2]([N:4]1[C:12](/[CH:13]=[CH:14]/[CH:15]([OH:24])[CH2:16][CH:17]([OH:23])[CH2:18][C:19]([O-:21])=[O:20])=[C:11]([C:25]2[CH:26]=[CH:27][C:28]([F:31])=[CH:29][CH:30]=2)[C:10]2[CH:9]=[CH:8][CH:7]=[CH:6][C:5]1=2)[CH3:1].[Na+:34]. The yield is 0.650. (3) The reactants are Br[CH2:2][C:3]([C:5]1[C:6]([C:11]2[CH:16]=[CH:15][CH:14]=[CH:13][CH:12]=2)=[N:7][O:8][C:9]=1[CH3:10])=O.[NH2:17][C:18]1[CH:23]=[CH:22][C:21]([F:24])=[CH:20][N:19]=1. The product is [F:24][C:21]1[CH:22]=[CH:23][C:18]2[N:19]([CH:2]=[C:3]([C:5]3[C:6]([C:11]4[CH:16]=[CH:15][CH:14]=[CH:13][CH:12]=4)=[N:7][O:8][C:9]=3[CH3:10])[N:17]=2)[CH:20]=1. The yield is 0.130. No catalyst specified. (4) The reactants are [NH2:1][C:2]1[CH:9]=[CH:8][CH:7]=[C:6]([F:10])[C:3]=1[C:4]#[N:5].Br.Br[CH:13]([C:15]1[CH:16]=[C:17]([C:32]([N:34]([CH3:36])[CH3:35])=[O:33])[CH:18]=[C:19]2[C:24]=1[O:23][C:22]([N:25]1[CH2:30][CH2:29][O:28][CH2:27][CH2:26]1)=[CH:21][C:20]2=[O:31])[CH3:14]. No catalyst specified. The product is [C:4]([C:3]1[C:6]([F:10])=[CH:7][CH:8]=[CH:9][C:2]=1[NH:1][CH:13]([C:15]1[CH:16]=[C:17]([C:32]([N:34]([CH3:36])[CH3:35])=[O:33])[CH:18]=[C:19]2[C:24]=1[O:23][C:22]([N:25]1[CH2:30][CH2:29][O:28][CH2:27][CH2:26]1)=[CH:21][C:20]2=[O:31])[CH3:14])#[N:5]. The yield is 0.643. (5) The reactants are [NH:1]1C(CC2N(C3C=CC(O)=CC=3)C(C3C=CC(N4C=CN=C4C)=CC=3)=CC=2)=NN=N1.[NH:31]1[C:35]([CH2:36][C:37]2[N:38]([C:49]3C=[CH:53][C:52](O)=[CH:51][CH:50]=3)[C:39]([C:42]3[CH:47]=[CH:46][C:45]([Br:48])=[CH:44][CH:43]=3)=[CH:40][CH:41]=2)=[N:34][N:33]=[N:32]1.CC1NC=CN=1.[C:62]([O-:65])([O-])=O.[Cs+].[Cs+].CC(=O)O[CH2:71][CH3:72]. The catalyst is CS(C)=O. The product is [NH:31]1[C:35]([CH2:36][C:37]2[N:38]([C:49]3[CH:50]=[CH:51][C:52]([C:62]([NH2:1])=[O:65])=[CH:53][C:71]=3[CH3:72])[C:39]([C:42]3[CH:47]=[CH:46][C:45]([Br:48])=[CH:44][CH:43]=3)=[CH:40][CH:41]=2)=[N:34][N:33]=[N:32]1. The yield is 0.140. (6) The reactants are [CH2:1]1[C:5]2=[C:6]([CH:13]=O)[C:7]3[CH:8]=[CH:9][CH:10]=[CH:11][C:12]=3[N:4]2[CH2:3][CH2:2]1.[CH3:15][N:16]1C2C(=CC=CC=2)C(C)=C1C=O. No catalyst specified. The product is [CH3:15][NH:16][CH2:13][C:6]1[C:7]2[CH:8]=[CH:9][CH:10]=[CH:11][C:12]=2[N:4]2[CH2:3][CH2:2][CH2:1][C:5]=12. The yield is 0.540. (7) The reactants are [C:1]1([C:8]2[CH:13]=[CH:12][CH:11]=[CH:10][CH:9]=2)[C:2]([NH2:7])=[CH:3][CH:4]=[CH:5][CH:6]=1.Br[C:15]1[C:24]2[C:19](=[CH:20][CH:21]=[CH:22][CH:23]=2)[CH:18]=[CH:17][CH:16]=1.C(O[Na])(C)(C)C. The catalyst is C1(C)C=CC=CC=1.C(P(C(C)(C)C)C(C)(C)C)(C)(C)C. The product is [C:1]1([C:8]2[CH:9]=[CH:10][CH:11]=[CH:12][CH:13]=2)[CH:6]=[CH:5][CH:4]=[CH:3][C:2]=1[NH:7][C:23]1[C:24]2[C:19](=[CH:18][CH:17]=[CH:16][CH:15]=2)[CH:20]=[CH:21][CH:22]=1. The yield is 0.650.